Task: Predict the reactants needed to synthesize the given product.. Dataset: Full USPTO retrosynthesis dataset with 1.9M reactions from patents (1976-2016) (1) Given the product [OH:8][C:9]1[C:14]2[NH:15][C:16](=[O:19])[CH2:17][O:18][C:13]=2[C:12]([CH:20]([OH:24])[CH2:21][NH:35][CH2:34][C:31]2([C:25]3[CH:30]=[CH:29][CH:28]=[CH:27][CH:26]=3)[CH2:33][CH2:32]2)=[CH:11][CH:10]=1, predict the reactants needed to synthesize it. The reactants are: C([O:8][C:9]1[C:14]2[NH:15][C:16](=[O:19])[CH2:17][O:18][C:13]=2[C:12]([C:20](=[O:24])[CH:21](O)O)=[CH:11][CH:10]=1)C1C=CC=CC=1.[C:25]1([C:31]2([CH2:34][NH2:35])[CH2:33][CH2:32]2)[CH:30]=[CH:29][CH:28]=[CH:27][CH:26]=1. (2) Given the product [O:1]=[C:2]1[CH2:11][CH2:10][C:9]2[C:4](=[CH:5][C:6]([CH2:12][N:14]3[CH2:15][CH2:16][CH:17]([NH:20][C:21](=[O:27])[O:22][C:23]([CH3:25])([CH3:24])[CH3:26])[CH2:18][CH2:19]3)=[CH:7][CH:8]=2)[NH:3]1, predict the reactants needed to synthesize it. The reactants are: [O:1]=[C:2]1[CH2:11][CH2:10][C:9]2[C:4](=[CH:5][C:6]([CH:12]=O)=[CH:7][CH:8]=2)[NH:3]1.[NH:14]1[CH2:19][CH2:18][CH:17]([NH:20][C:21](=[O:27])[O:22][C:23]([CH3:26])([CH3:25])[CH3:24])[CH2:16][CH2:15]1.[BH-](OC(C)=O)(OC(C)=O)OC(C)=O.[Na+].C([O-])(O)=O.[Na+].